Dataset: Catalyst prediction with 721,799 reactions and 888 catalyst types from USPTO. Task: Predict which catalyst facilitates the given reaction. (1) Reactant: [NH:1]([C:13]([O:15][C:16]([CH3:19])([CH3:18])[CH3:17])=[O:14])[C@@H:2]([C:10]([OH:12])=O)[CH2:3][C:4]1[CH:9]=[CH:8][CH:7]=[CH:6][CH:5]=1.CN1CCOCC1.ClC(OCC(C)C)=O.[O:35]1[CH2:40][CH2:39][CH:38]([CH2:41][N:42]2[CH2:47][CH2:46][CH:45]([CH2:48][NH2:49])[CH2:44][CH2:43]2)[CH2:37][CH2:36]1.[OH-].[Na+]. Product: [C:16]([O:15][C:13](=[O:14])[NH:1][C@@H:2]([C:10](=[O:12])[NH:49][CH2:48][CH:45]1[CH2:44][CH2:43][N:42]([CH2:41][CH:38]2[CH2:37][CH2:36][O:35][CH2:40][CH2:39]2)[CH2:47][CH2:46]1)[CH2:3][C:4]1[CH:5]=[CH:6][CH:7]=[CH:8][CH:9]=1)([CH3:19])([CH3:18])[CH3:17]. The catalyst class is: 7. (2) Reactant: [C:1](OC(=O)C)(=[O:3])[CH3:2].[NH2:8][C@@H:9]1[CH2:37][N:12]2[C@H:13]([CH:24]([C:31]3[CH:36]=[CH:35][CH:34]=[CH:33][CH:32]=3)[C:25]3[CH:30]=[CH:29][CH:28]=[CH:27][CH:26]=3)[CH2:14][N:15]([C:17]([O:19][C:20]([CH3:23])([CH3:22])[CH3:21])=[O:18])[CH2:16][C@@H:11]2[CH2:10]1.N1C=CC=CC=1.C(=O)([O-])O.[Na+]. Product: [C:1]([NH:8][C@@H:9]1[CH2:37][N:12]2[C@H:13]([CH:24]([C:31]3[CH:36]=[CH:35][CH:34]=[CH:33][CH:32]=3)[C:25]3[CH:26]=[CH:27][CH:28]=[CH:29][CH:30]=3)[CH2:14][N:15]([C:17]([O:19][C:20]([CH3:21])([CH3:23])[CH3:22])=[O:18])[CH2:16][C@@H:11]2[CH2:10]1)(=[O:3])[CH3:2]. The catalyst class is: 4. (3) Reactant: [C:1]([O:5][C:6]([N:8]1[CH2:13][CH2:12][C:11]([CH2:18][CH2:19][CH2:20][C:21]([OH:23])=[O:22])([C:14]([O:16][CH3:17])=[O:15])[CH2:10][CH2:9]1)=[O:7])([CH3:4])([CH3:3])[CH3:2].[CH3:24][Si](C=[N+]=[N-])(C)C. Product: [C:1]([O:5][C:6]([N:8]1[CH2:9][CH2:10][C:11]([CH2:18][CH2:19][CH2:20][C:21]([O:23][CH3:24])=[O:22])([C:14]([O:16][CH3:17])=[O:15])[CH2:12][CH2:13]1)=[O:7])([CH3:4])([CH3:2])[CH3:3]. The catalyst class is: 98. (4) Reactant: [CH3:1][CH2:2][CH2:3][C@H:4]([NH:11][C:12](/[C:14](/[C:23]#[N:24])=[CH:15]/[C:16]1[CH:21]=[CH:20][CH:19]=[C:18]([Br:22])[N:17]=1)=[O:13])[C:5]1[CH:10]=[CH:9][CH:8]=[CH:7][CH:6]=1.[SH:25][CH2:26][C@H:27]([C@@H:29]([CH2:31][SH:32])[OH:30])[OH:28]. Product: [Br:22][C:18]1[N:17]=[C:16]([CH:15]([S:25][CH2:26][CH:27]([OH:28])[CH:29]([OH:30])[CH2:31][SH:32])[CH:14]([C:23]#[N:24])[C:12]([NH:11][CH:4]([C:5]2[CH:10]=[CH:9][CH:8]=[CH:7][CH:6]=2)[CH2:3][CH2:2][CH3:1])=[O:13])[CH:21]=[CH:20][CH:19]=1. The catalyst class is: 115. (5) Reactant: [CH2:1]([N:5]1[C:10](=[O:11])[NH:9][CH2:8][C:7]([C:12]2[CH:17]=[CH:16][C:15]([Cl:18])=[CH:14][CH:13]=2)=[N:6]1)[CH2:2][CH2:3][CH3:4].C(C1C(=O)C(Cl)=C(Cl)[C:23](=[O:24])C=1C#N)#N. Product: [CH2:1]([N:5]1[C:10](=[O:11])[NH:9][CH:8]([O:24][CH3:23])[C:7]([C:12]2[CH:13]=[CH:14][C:15]([Cl:18])=[CH:16][CH:17]=2)=[N:6]1)[CH2:2][CH2:3][CH3:4]. The catalyst class is: 13. (6) Reactant: [CH3:1][O:2][C:3]([C:5]1[S:6][C:7](Br)=[CH:8][C:9]=1[O:10][CH:11]([C:13]1[CH:18]=[CH:17][CH:16]=[CH:15][C:14]=1[Cl:19])[CH3:12])=[O:4].[B:21]1([B:21]2[O:25][C:24]([CH3:27])([CH3:26])[C:23]([CH3:29])([CH3:28])[O:22]2)[O:25][C:24]([CH3:27])([CH3:26])[C:23]([CH3:29])([CH3:28])[O:22]1.CC([O-])=O.[K+]. Product: [CH3:1][O:2][C:3]([C:5]1[S:6][C:7]([B:21]2[O:25][C:24]([CH3:27])([CH3:26])[C:23]([CH3:29])([CH3:28])[O:22]2)=[CH:8][C:9]=1[O:10][CH:11]([C:13]1[CH:18]=[CH:17][CH:16]=[CH:15][C:14]=1[Cl:19])[CH3:12])=[O:4]. The catalyst class is: 184. (7) Reactant: [OH:1][C:2]1[CH:10]=[CH:9][CH:8]=[C:7]([O:11][CH3:12])[C:3]=1[C:4]([OH:6])=O.C(N(C(C)C)C(C)C)C.CN(C(ON1N=NC2C=CC=CC1=2)=[N+](C)C)C.F[P-](F)(F)(F)(F)F.[CH2:46]([O:53][C:54]1[CH:59]=[C:58]([NH:60][C:61]2[N:66]=[C:65]([N:67]3[CH2:72][C@@H:71]([NH:73][C:74]([O:76][C:77]([CH3:80])([CH3:79])[CH3:78])=[O:75])[CH2:70][C@@H:69]([NH:81][C:82]([O:84][C:85]([CH3:88])([CH3:87])[CH3:86])=[O:83])[CH2:68]3)[N:64]=[C:63]([N:89]3[CH2:94][C@@H:93]([NH:95][C:96]([O:98][C:99]([CH3:102])([CH3:101])[CH3:100])=[O:97])[CH2:92][C@@H:91]([NH:103][C:104]([O:106][C:107]([CH3:110])([CH3:109])[CH3:108])=[O:105])[CH2:90]3)[N:62]=2)[CH:57]=[CH:56][C:55]=1[NH2:111])[C:47]1[CH:52]=[CH:51][CH:50]=[CH:49][CH:48]=1. Product: [CH2:46]([O:53][C:54]1[CH:59]=[C:58]([NH:60][C:61]2[N:66]=[C:65]([N:67]3[CH2:72][C@@H:71]([NH:73][C:74]([O:76][C:77]([CH3:78])([CH3:79])[CH3:80])=[O:75])[CH2:70][C@@H:69]([NH:81][C:82]([O:84][C:85]([CH3:88])([CH3:87])[CH3:86])=[O:83])[CH2:68]3)[N:64]=[C:63]([N:89]3[CH2:90][C@@H:91]([NH:103][C:104]([O:106][C:107]([CH3:110])([CH3:109])[CH3:108])=[O:105])[CH2:92][C@@H:93]([NH:95][C:96]([O:98][C:99]([CH3:102])([CH3:101])[CH3:100])=[O:97])[CH2:94]3)[N:62]=2)[CH:57]=[CH:56][C:55]=1[NH:111][C:4](=[O:6])[C:3]1[C:7]([O:11][CH3:12])=[CH:8][CH:9]=[CH:10][C:2]=1[OH:1])[C:47]1[CH:48]=[CH:49][CH:50]=[CH:51][CH:52]=1. The catalyst class is: 3.